Dataset: Full USPTO retrosynthesis dataset with 1.9M reactions from patents (1976-2016). Task: Predict the reactants needed to synthesize the given product. Given the product [CH:11]1([CH2:14][NH:10][CH2:9][CH2:8][C:5]2[CH:6]=[CH:7][C:2]([F:1])=[CH:3][CH:4]=2)[CH2:13][CH2:12]1, predict the reactants needed to synthesize it. The reactants are: [F:1][C:2]1[CH:7]=[CH:6][C:5]([CH2:8][CH2:9][NH2:10])=[CH:4][CH:3]=1.[CH:11]1([CH:14]=O)[CH2:13][CH2:12]1.